This data is from Catalyst prediction with 721,799 reactions and 888 catalyst types from USPTO. The task is: Predict which catalyst facilitates the given reaction. (1) Reactant: [CH2:1]([O:8][C:9]1[CH:14]=[C:13]([Cl:15])[C:12]([CH2:16][C:17]2[CH:22]=[CH:21][C:20]([CH2:23][CH2:24][O:25][CH2:26][O:27][CH3:28])=[CH:19][CH:18]=2)=[CH:11][C:10]=1Br)[C:2]1[CH:7]=[CH:6][CH:5]=[CH:4][CH:3]=1.C([Li])CCC.[CH2:35]([O:42][C@@H:43]1[C@@H:49]([O:50][CH2:51][C:52]2[CH:57]=[CH:56][CH:55]=[CH:54][CH:53]=2)[C@H:48]([O:58][CH2:59][C:60]2[CH:65]=[CH:64][CH:63]=[CH:62][CH:61]=2)[C@@H:47]([CH2:66][O:67][CH2:68][C:69]2[CH:74]=[CH:73][CH:72]=[CH:71][CH:70]=2)[O:46][C:44]1=[O:45])[C:36]1[CH:41]=[CH:40][CH:39]=[CH:38][CH:37]=1.[Cl-].[NH4+]. Product: [CH2:35]([O:42][C@@H:43]1[C@@H:49]([O:50][CH2:51][C:52]2[CH:57]=[CH:56][CH:55]=[CH:54][CH:53]=2)[C@H:48]([O:58][CH2:59][C:60]2[CH:61]=[CH:62][CH:63]=[CH:64][CH:65]=2)[C@@H:47]([CH2:66][O:67][CH2:68][C:69]2[CH:70]=[CH:71][CH:72]=[CH:73][CH:74]=2)[O:46][C:44]1([C:10]1[CH:11]=[C:12]([CH2:16][C:17]2[CH:18]=[CH:19][C:20]([CH2:23][CH2:24][O:25][CH2:26][O:27][CH3:28])=[CH:21][CH:22]=2)[C:13]([Cl:15])=[CH:14][C:9]=1[O:8][CH2:1][C:2]1[CH:7]=[CH:6][CH:5]=[CH:4][CH:3]=1)[OH:45])[C:36]1[CH:37]=[CH:38][CH:39]=[CH:40][CH:41]=1. The catalyst class is: 188. (2) Reactant: [NH2:1][C@H:2](C(O)=O)[CH2:3][CH:4]([CH3:6])C.[Cl:10][C:11]([C:24]1[CH:29]=[CH:28][CH:27]=[CH:26][CH:25]=1)(C1C=CC=CC=1)C1C=CC=CC=1.[CH3:79][CH2:78][CH2:77][CH2:76][CH2:75][CH2:74][CH2:73][CH2:72][CH2:71][CH2:70][CH2:69][CH2:68][CH2:67]CCC(OC[C@@H](OC(CC[CH2:67][CH2:68][CH2:69][CH2:70][CH2:71][CH2:72][CH2:73][CH2:74][CH2:75][CH2:76][CH2:77][CH2:78][CH3:79])=O)COP(OCC[N+](C)(C)C)([O-])=O)=O.CCCCCCCCCCCCCCCCC[C:97]([O:99]C[C@@H](OC(CCCCCCCCCCCCCCCCC)=O)COP(OCC[N+](C)(C)C)([O-])=O)=[O:98].[OH2:134]. Product: [CH:77]1[CH:78]=[CH:79][C:74]([C:73]([OH:134])([C:97]([O:99][C@@H:28]2[CH2:29][C@H:24]3[N+:1]4([CH2:2][CH2:3][CH2:4][CH2:6]4)[C@H:26]([CH2:25][CH2:11]3)[CH2:27]2)=[O:98])[C:72]2[CH:71]=[CH:70][CH:69]=[CH:68][CH:67]=2)=[CH:75][CH:76]=1.[Cl-:10]. The catalyst class is: 8. (3) Reactant: [CH:1](=[O:10])[C:2]1[CH:9]=[CH:8][C:5]([CH:6]=[O:7])=[CH:4][CH:3]=1.[OH:11][CH2:12][C:13]([C:15]1[CH:20]=[CH:19][CH:18]=[CH:17][CH:16]=1)=[O:14].[OH-:21].[Na+].OO.Cl. Product: [OH:11][C:12]1[C:13](=[O:14])[C:15]2[C:20](=[CH:19][CH:18]=[CH:17][CH:16]=2)[O:7][C:6]=1[C:5]1[CH:8]=[CH:9][C:2]([C:1]2[O:10][C:16]3[C:15]([C:13](=[O:14])[C:12]=2[OH:21])=[CH:20][CH:19]=[CH:18][CH:17]=3)=[CH:3][CH:4]=1. The catalyst class is: 5. (4) Reactant: [CH3:1][C@@H:2]1[C@@H:7]([NH:8][CH:9]2[CH2:14][CH2:13][CH:12]([C:15]3[CH:25]=[CH:24][C:18]([C:19]([O:21][CH2:22][CH3:23])=[O:20])=[CH:17][CH:16]=3)[CH2:11][CH2:10]2)[CH2:6][C@H:5]2[CH2:26][C@@H:3]1[C:4]2([CH3:28])[CH3:27].C(N(CC)CC)C.[C:36]1([CH2:42][CH2:43][C:44](Cl)=[O:45])[CH:41]=[CH:40][CH:39]=[CH:38][CH:37]=1. Product: [C:36]1([CH2:42][CH2:43][C:44]([N:8]([CH:9]2[CH2:10][CH2:11][CH:12]([C:15]3[CH:16]=[CH:17][C:18]([C:19]([O:21][CH2:22][CH3:23])=[O:20])=[CH:24][CH:25]=3)[CH2:13][CH2:14]2)[C@H:7]2[CH2:6][C@H:5]3[CH2:26][C@H:3]([C:4]3([CH3:28])[CH3:27])[C@@H:2]2[CH3:1])=[O:45])[CH:41]=[CH:40][CH:39]=[CH:38][CH:37]=1. The catalyst class is: 367. (5) Reactant: [Cl:1][C:2]1[CH:7]=[CH:6][CH:5]=[CH:4][C:3]=1[C:8]1[C:12]([C:13](=[O:15])[CH3:14])=[CH:11][N:10]([C:16]2[CH:21]=[CH:20][N:19]=[C:18](Cl)[CH:17]=2)[N:9]=1.[C:23]([NH2:26])(=[O:25])[CH3:24].CC1(C)C2C(=C(P(C3C=CC=CC=3)C3C=CC=CC=3)C=CC=2)OC2C(P(C3C=CC=CC=3)C3C=CC=CC=3)=CC=CC1=2.C(=O)([O-])[O-].[Cs+].[Cs+]. Product: [C:13]([C:12]1[C:8]([C:3]2[CH:4]=[CH:5][CH:6]=[CH:7][C:2]=2[Cl:1])=[N:9][N:10]([C:16]2[CH:21]=[CH:20][N:19]=[C:18]([NH:26][C:23](=[O:25])[CH3:24])[CH:17]=2)[CH:11]=1)(=[O:15])[CH3:14]. The catalyst class is: 62. (6) Reactant: [CH3:1][C:2]1[N:12]([CH:13]([C:15]2[CH:20]=[CH:19][CH:18]=[CH:17][CH:16]=2)[CH3:14])[C:5]2[C:6](=[O:11])[N:7]([CH3:10])[CH:8]=[CH:9][C:4]=2[C:3]=1[C:21]([O:23]CC)=[O:22].[OH-].[Li+]. Product: [CH3:1][C:2]1[N:12]([CH:13]([C:15]2[CH:20]=[CH:19][CH:18]=[CH:17][CH:16]=2)[CH3:14])[C:5]2[C:6](=[O:11])[N:7]([CH3:10])[CH:8]=[CH:9][C:4]=2[C:3]=1[C:21]([OH:23])=[O:22]. The catalyst class is: 40. (7) Reactant: [NH2:1][C:2]1[CH:11]=[CH:10][CH:9]=[C:8]2[C:3]=1[C:4]([CH:12]=[CH2:13])=[CH:5][N:6]=[CH:7]2.O=[C:15]1[CH2:20][CH2:19][CH2:18][N:17]([C:21]([O:23][C:24]([CH3:27])([CH3:26])[CH3:25])=[O:22])[CH2:16]1.C(O[BH-](OC(=O)C)OC(=O)C)(=O)C.[Na+].C(=O)([O-])O.[Na+]. Product: [CH:12]([C:4]1[C:3]2[C:8](=[CH:9][CH:10]=[CH:11][C:2]=2[NH:1][CH:19]2[CH2:20][CH2:15][CH2:16][N:17]([C:21]([O:23][C:24]([CH3:27])([CH3:26])[CH3:25])=[O:22])[CH2:18]2)[CH:7]=[N:6][CH:5]=1)=[CH2:13]. The catalyst class is: 478. (8) Reactant: [F:1][C:2]1[CH:11]=[C:10]([F:12])[CH:9]=[C:8]2[C:3]=1[C:4]([NH:20][C:21]1[C:26]([CH:27]3[CH2:32][CH2:31][NH:30][CH2:29][CH2:28]3)=[CH:25][N:24]=[C:23]([N:33]3[CH2:38][CH2:37][O:36][CH2:35][CH2:34]3)[CH:22]=1)=[C:5]([CH3:19])[C:6]([C:13]1[CH:18]=[CH:17][CH:16]=[CH:15][N:14]=1)=[N:7]2.[CH3:39][S:40](Cl)(=[O:42])=[O:41]. Product: [F:1][C:2]1[CH:11]=[C:10]([F:12])[CH:9]=[C:8]2[C:3]=1[C:4]([NH:20][C:21]1[C:26]([CH:27]3[CH2:32][CH2:31][N:30]([S:40]([CH3:39])(=[O:42])=[O:41])[CH2:29][CH2:28]3)=[CH:25][N:24]=[C:23]([N:33]3[CH2:38][CH2:37][O:36][CH2:35][CH2:34]3)[CH:22]=1)=[C:5]([CH3:19])[C:6]([C:13]1[CH:18]=[CH:17][CH:16]=[CH:15][N:14]=1)=[N:7]2. The catalyst class is: 298. (9) Reactant: O[C:2]1[C:3]([NH:11][C:12]([C:14]2[CH:19]=[CH:18][CH:17]=[C:16]([N+:20]([O-:22])=[O:21])[CH:15]=2)=[O:13])=[C:4]([CH:8]=[CH:9][CH:10]=1)[C:5]([OH:7])=[O:6].CC1C=CC(S(O)(=O)=O)=CC=1. Product: [N+:20]([C:16]1[CH:15]=[C:14]([C:12]2[O:13][C:2]3[C:3](=[C:4]([C:5]([OH:7])=[O:6])[CH:8]=[CH:9][CH:10]=3)[N:11]=2)[CH:19]=[CH:18][CH:17]=1)([O-:22])=[O:21]. The catalyst class is: 11.